This data is from NCI-60 drug combinations with 297,098 pairs across 59 cell lines. The task is: Regression. Given two drug SMILES strings and cell line genomic features, predict the synergy score measuring deviation from expected non-interaction effect. (1) Drug 1: CC1=C(C(=CC=C1)Cl)NC(=O)C2=CN=C(S2)NC3=CC(=NC(=N3)C)N4CCN(CC4)CCO. Drug 2: CC12CCC3C(C1CCC2O)C(CC4=C3C=CC(=C4)O)CCCCCCCCCS(=O)CCCC(C(F)(F)F)(F)F. Cell line: U251. Synergy scores: CSS=-4.53, Synergy_ZIP=2.60, Synergy_Bliss=1.64, Synergy_Loewe=-2.81, Synergy_HSA=-2.87. (2) Drug 1: CC1=C(C(=CC=C1)Cl)NC(=O)C2=CN=C(S2)NC3=CC(=NC(=N3)C)N4CCN(CC4)CCO. Drug 2: C1CCC(C(C1)N)N.C(=O)(C(=O)[O-])[O-].[Pt+4]. Cell line: HOP-92. Synergy scores: CSS=11.4, Synergy_ZIP=-7.11, Synergy_Bliss=-4.54, Synergy_Loewe=-1.42, Synergy_HSA=-0.423. (3) Drug 1: C1CCC(C1)C(CC#N)N2C=C(C=N2)C3=C4C=CNC4=NC=N3. Drug 2: C1=NNC2=C1C(=O)NC=N2. Cell line: A498. Synergy scores: CSS=8.95, Synergy_ZIP=-0.959, Synergy_Bliss=2.31, Synergy_Loewe=0.167, Synergy_HSA=0.843. (4) Drug 1: CCN(CC)CCCC(C)NC1=C2C=C(C=CC2=NC3=C1C=CC(=C3)Cl)OC. Drug 2: CC1CCCC2(C(O2)CC(NC(=O)CC(C(C(=O)C(C1O)C)(C)C)O)C(=CC3=CSC(=N3)C)C)C. Cell line: SF-268. Synergy scores: CSS=47.6, Synergy_ZIP=0.341, Synergy_Bliss=2.10, Synergy_Loewe=-4.46, Synergy_HSA=1.90. (5) Drug 1: C1=CC(=CC=C1CCCC(=O)O)N(CCCl)CCCl. Drug 2: CC1C(C(CC(O1)OC2CC(OC(C2O)C)OC3=CC4=CC5=C(C(=O)C(C(C5)C(C(=O)C(C(C)O)O)OC)OC6CC(C(C(O6)C)O)OC7CC(C(C(O7)C)O)OC8CC(C(C(O8)C)O)(C)O)C(=C4C(=C3C)O)O)O)O. Cell line: UACC62. Synergy scores: CSS=31.0, Synergy_ZIP=9.02, Synergy_Bliss=13.9, Synergy_Loewe=15.5, Synergy_HSA=15.7. (6) Drug 1: C1CCN(CC1)CCOC2=CC=C(C=C2)C(=O)C3=C(SC4=C3C=CC(=C4)O)C5=CC=C(C=C5)O. Drug 2: CN(C(=O)NC(C=O)C(C(C(CO)O)O)O)N=O. Cell line: OVCAR-5. Synergy scores: CSS=-0.279, Synergy_ZIP=3.68, Synergy_Bliss=5.20, Synergy_Loewe=-4.93, Synergy_HSA=-2.14. (7) Drug 1: CC1C(C(CC(O1)OC2CC(CC3=C2C(=C4C(=C3O)C(=O)C5=C(C4=O)C(=CC=C5)OC)O)(C(=O)CO)O)N)O.Cl. Drug 2: CC1=CC2C(CCC3(C2CCC3(C(=O)C)OC(=O)C)C)C4(C1=CC(=O)CC4)C. Cell line: LOX IMVI. Synergy scores: CSS=13.5, Synergy_ZIP=12.6, Synergy_Bliss=16.4, Synergy_Loewe=-27.9, Synergy_HSA=9.63.